This data is from Catalyst prediction with 721,799 reactions and 888 catalyst types from USPTO. The task is: Predict which catalyst facilitates the given reaction. (1) Reactant: [CH:1]1(/[CH:4]=[N:5]/[S@:6]([C:8]([CH3:11])([CH3:10])[CH3:9])=[O:7])[CH2:3][CH2:2]1.C[N+](C)(C)C.[F-].[Si]([C:22]([F:25])([F:24])[F:23])(C)(C)C. Product: [CH:1]1([C@@H:4]([NH:5][S@:6]([C:8]([CH3:11])([CH3:10])[CH3:9])=[O:7])[C:22]([F:25])([F:24])[F:23])[CH2:2][CH2:3]1. The catalyst class is: 1. (2) Reactant: C([O:3][C:4](=[O:26])[CH2:5][C@@H:6]([C:19]1[CH:24]=[CH:23][CH:22]=[C:21]([F:25])[CH:20]=1)[NH:7][CH2:8][C:9]1[CH:18]=[CH:17][C:16]2[CH2:15][CH2:14][CH2:13][NH:12][C:11]=2[N:10]=1)C.[OH-].[Na+].Cl. Product: [F:25][C:21]1[CH:20]=[C:19]([C@@H:6]([NH:7][CH2:8][C:9]2[CH:18]=[CH:17][C:16]3[CH2:15][CH2:14][CH2:13][NH:12][C:11]=3[N:10]=2)[CH2:5][C:4]([OH:26])=[O:3])[CH:24]=[CH:23][CH:22]=1. The catalyst class is: 14. (3) Reactant: [CH2:1]([N:3]1[C:7]2=[N:8][C:9]([CH2:60][CH3:61])=[C:10]([CH2:19][N:20]([CH2:22][C:23]3[CH:24]=[C:25]([C:29]([NH:31][CH2:32][C:33]4[CH:34]=[CH:35][C:36]([F:59])=[C:37]([C:39]5[CH:44]=[CH:43][CH:42]=[C:41]([CH2:45][N:46]6[CH2:51][CH2:50][N:49](C(OC(C)(C)C)=O)[CH2:48][CH2:47]6)[CH:40]=5)[CH:38]=4)=[O:30])[CH:26]=[CH:27][CH:28]=3)[CH3:21])[C:11]([NH:12][CH:13]3[CH2:18][CH2:17][O:16][CH2:15][CH2:14]3)=[C:6]2[CH:5]=[N:4]1)[CH3:2].C(O)(C(F)(F)F)=O.C([O-])(O)=O.[Na+]. Product: [CH2:1]([N:3]1[C:7]2=[N:8][C:9]([CH2:60][CH3:61])=[C:10]([CH2:19][N:20]([CH2:22][C:23]3[CH:24]=[C:25]([CH:26]=[CH:27][CH:28]=3)[C:29]([NH:31][CH2:32][C:33]3[CH:38]=[C:37]([C:39]4[CH:44]=[CH:43][CH:42]=[C:41]([CH2:45][N:46]5[CH2:51][CH2:50][NH:49][CH2:48][CH2:47]5)[CH:40]=4)[C:36]([F:59])=[CH:35][CH:34]=3)=[O:30])[CH3:21])[C:11]([NH:12][CH:13]3[CH2:14][CH2:15][O:16][CH2:17][CH2:18]3)=[C:6]2[CH:5]=[N:4]1)[CH3:2]. The catalyst class is: 2.